This data is from NCI-60 drug combinations with 297,098 pairs across 59 cell lines. The task is: Regression. Given two drug SMILES strings and cell line genomic features, predict the synergy score measuring deviation from expected non-interaction effect. (1) Drug 1: C1=NC2=C(N1)C(=S)N=C(N2)N. Drug 2: C1=CC=C(C=C1)NC(=O)CCCCCCC(=O)NO. Cell line: SK-OV-3. Synergy scores: CSS=39.0, Synergy_ZIP=-12.8, Synergy_Bliss=-5.45, Synergy_Loewe=-4.52, Synergy_HSA=-3.43. (2) Drug 1: C1CCC(C1)C(CC#N)N2C=C(C=N2)C3=C4C=CNC4=NC=N3. Drug 2: C1CNP(=O)(OC1)N(CCCl)CCCl. Cell line: U251. Synergy scores: CSS=2.00, Synergy_ZIP=1.58, Synergy_Bliss=3.52, Synergy_Loewe=2.06, Synergy_HSA=1.50. (3) Drug 1: C1CC(=O)NC(=O)C1N2CC3=C(C2=O)C=CC=C3N. Drug 2: C1C(C(OC1N2C=C(C(=O)NC2=O)F)CO)O. Cell line: UO-31. Synergy scores: CSS=24.0, Synergy_ZIP=-1.19, Synergy_Bliss=-3.69, Synergy_Loewe=-22.7, Synergy_HSA=-3.87. (4) Drug 1: CC1=C2C(C(=O)C3(C(CC4C(C3C(C(C2(C)C)(CC1OC(=O)C(C(C5=CC=CC=C5)NC(=O)OC(C)(C)C)O)O)OC(=O)C6=CC=CC=C6)(CO4)OC(=O)C)OC)C)OC. Drug 2: C1CC(=O)NC(=O)C1N2CC3=C(C2=O)C=CC=C3N. Cell line: OVCAR-5. Synergy scores: CSS=60.8, Synergy_ZIP=6.41, Synergy_Bliss=8.80, Synergy_Loewe=4.18, Synergy_HSA=10.8. (5) Drug 1: CC1C(C(CC(O1)OC2CC(CC3=C2C(=C4C(=C3O)C(=O)C5=C(C4=O)C(=CC=C5)OC)O)(C(=O)CO)O)N)O.Cl. Drug 2: C1=CC(=CC=C1CCCC(=O)O)N(CCCl)CCCl. Cell line: NCI-H226. Synergy scores: CSS=3.30, Synergy_ZIP=-0.0272, Synergy_Bliss=1.94, Synergy_Loewe=1.80, Synergy_HSA=1.34. (6) Drug 1: COC1=CC(=CC(=C1O)OC)C2C3C(COC3=O)C(C4=CC5=C(C=C24)OCO5)OC6C(C(C7C(O6)COC(O7)C8=CC=CS8)O)O. Drug 2: C1CN(CCN1C(=O)CCBr)C(=O)CCBr. Cell line: UACC-257. Synergy scores: CSS=6.85, Synergy_ZIP=-1.96, Synergy_Bliss=-0.251, Synergy_Loewe=-5.99, Synergy_HSA=-2.59. (7) Drug 1: CC1C(C(CC(O1)OC2CC(CC3=C2C(=C4C(=C3O)C(=O)C5=C(C4=O)C(=CC=C5)OC)O)(C(=O)C)O)N)O.Cl. Drug 2: C(=O)(N)NO. Cell line: NCIH23. Synergy scores: CSS=39.2, Synergy_ZIP=2.72, Synergy_Bliss=1.31, Synergy_Loewe=-17.1, Synergy_HSA=1.39.